Dataset: Retrosynthesis with 50K atom-mapped reactions and 10 reaction types from USPTO. Task: Predict the reactants needed to synthesize the given product. (1) Given the product Cc1c(COC(C)(C)C(=O)NCc2ccc(C(=O)O)cc2)nn(-c2ccc(Cl)cc2Cl)c1-c1ccc(C(F)(F)F)cc1, predict the reactants needed to synthesize it. The reactants are: Cc1c(COC(C)(C)C(=O)O)nn(-c2ccc(Cl)cc2Cl)c1-c1ccc(C(F)(F)F)cc1.NCc1ccc(C(=O)O)cc1. (2) Given the product Cc1ccc(C2(O)C[C@@H](C(=O)O)N(C(=O)CCCS)C2)cc1, predict the reactants needed to synthesize it. The reactants are: CC(=O)SCCCC(=O)N1CC(O)(c2ccc(C)cc2)C[C@H]1C(=O)O. (3) Given the product Cc1cn(CC(=O)c2ccc(-c3ccc(N4C[C@H](Cn5ccnn5)OC4=O)cc3F)cn2)cn1, predict the reactants needed to synthesize it. The reactants are: CC1(C)OB(c2ccc(N3C[C@H](Cn4ccnn4)OC3=O)cc2F)OC1(C)C.Cc1cn(CC(=O)c2ccc(Br)cn2)cn1. (4) Given the product CC1(C)[C@@H](OS(C)(=O)=O)CC[C@H]1Nc1c(C(N)=O)cnn2cccc12, predict the reactants needed to synthesize it. The reactants are: CC1(C)[C@@H](Nc2c(C(N)=O)cnn3cccc23)CC[C@H]1O.CS(=O)(=O)Cl. (5) Given the product COC(=O)c1cc(Br)c(/C=C\C(=O)O)c(Br)c1, predict the reactants needed to synthesize it. The reactants are: COC(=O)c1cc(Br)c(/C=C\C(=O)OC(C)(C)C)c(Br)c1. (6) The reactants are: CC(C)(C)OC(=O)NCCN1Cc2cc(Br)ccc2C1=O.CC1(C)OB(B2OC(C)(C)C(C)(C)O2)OC1(C)C. Given the product CC(C)(C)OC(=O)NCCN1Cc2cc(B3OC(C)(C)C(C)(C)O3)ccc2C1=O, predict the reactants needed to synthesize it. (7) Given the product O=C(OCc1ccccc1)[C@H](Cc1ccccc1)NC(=O)N1CCCCC1, predict the reactants needed to synthesize it. The reactants are: N[C@@H](Cc1ccccc1)C(=O)OCc1ccccc1.O=C(Cl)N1CCCCC1. (8) Given the product C[C@H](NC(=O)Cc1cc(F)cc(F)c1)C(=O)N[C@@H](C)C(=O)N1CCSC1, predict the reactants needed to synthesize it. The reactants are: C1CSCN1.C[C@H](NC(=O)[C@H](C)NC(=O)Cc1cc(F)cc(F)c1)C(=O)O.